From a dataset of Catalyst prediction with 721,799 reactions and 888 catalyst types from USPTO. Predict which catalyst facilitates the given reaction. (1) Reactant: [NH2:1][C:2]1[CH:3]=[C:4]([C:8]2[N:9]=[C:10]([CH2:13][N:14]3[CH:18]=[C:17]([C:19]([O:21][CH2:22][CH3:23])=[O:20])[CH:16]=[N:15]3)[S:11][CH:12]=2)[CH:5]=[CH:6][CH:7]=1.C(N(CC)CC)C.[CH3:31][O:32][CH2:33][C:34](Cl)=[O:35]. Product: [CH3:31][O:32][CH2:33][C:34]([NH:1][C:2]1[CH:3]=[C:4]([C:8]2[N:9]=[C:10]([CH2:13][N:14]3[CH:18]=[C:17]([C:19]([O:21][CH2:22][CH3:23])=[O:20])[CH:16]=[N:15]3)[S:11][CH:12]=2)[CH:5]=[CH:6][CH:7]=1)=[O:35]. The catalyst class is: 7. (2) The catalyst class is: 404. Reactant: [CH3:1][O:2][C:3]1[CH:4]=[C:5]([CH:16]=[C:17]([O:21][CH3:22])[C:18]=1[O:19][CH3:20])[O:6][CH2:7][C:8]([N:10]1[CH2:15][CH2:14][NH:13][CH2:12][CH2:11]1)=[O:9].[C:23]([C:25]1[CH:32]=[CH:31][C:28]([CH:29]=O)=[CH:27][CH:26]=1)#[N:24].C([BH3-])#N.[Na+]. Product: [CH3:22][O:21][C:17]1[CH:16]=[C:5]([CH:4]=[C:3]([O:2][CH3:1])[C:18]=1[O:19][CH3:20])[O:6][CH2:7][C:8]([N:10]1[CH2:11][CH2:12][N:13]([CH2:29][C:28]2[CH:31]=[CH:32][C:25]([C:23]#[N:24])=[CH:26][CH:27]=2)[CH2:14][CH2:15]1)=[O:9].